Dataset: Reaction yield outcomes from USPTO patents with 853,638 reactions. Task: Predict the reaction yield, written as a fraction of the theoretical maximum amount of product (1.0 means a 100% yield; for example, 0.34 means a 34% yield). (1) The reactants are [F:1][C:2]([F:25])([F:24])[C:3]([C:9]1[CH:14]=[CH:13][CH:12]=[C:11](B2OC(C)(C)C(C)(C)O2)[CH:10]=1)([OH:8])[C:4]([F:7])([F:6])[F:5].Cl[C:27]1[N:32]=[C:31]([NH:33][C:34]([C:36]2([C:39]3[CH:49]=[CH:48][C:42]4[O:43][C:44]([F:47])([F:46])[O:45][C:41]=4[CH:40]=3)[CH2:38][CH2:37]2)=[O:35])[CH:30]=[CH:29][C:28]=1[CH3:50]. The catalyst is COCCOC.C([O-])([O-])=O.[Na+].[Na+].C1C=CC([P]([Pd]([P](C2C=CC=CC=2)(C2C=CC=CC=2)C2C=CC=CC=2)([P](C2C=CC=CC=2)(C2C=CC=CC=2)C2C=CC=CC=2)[P](C2C=CC=CC=2)(C2C=CC=CC=2)C2C=CC=CC=2)(C2C=CC=CC=2)C2C=CC=CC=2)=CC=1. The product is [F:47][C:44]1([F:46])[O:43][C:42]2[CH:48]=[CH:49][C:39]([C:36]3([C:34]([NH:33][C:31]4[CH:30]=[CH:29][C:28]([CH3:50])=[C:27]([C:11]5[CH:12]=[CH:13][CH:14]=[C:9]([C:3]([OH:8])([C:4]([F:6])([F:5])[F:7])[C:2]([F:1])([F:25])[F:24])[CH:10]=5)[N:32]=4)=[O:35])[CH2:38][CH2:37]3)=[CH:40][C:41]=2[O:45]1. The yield is 0.800. (2) The reactants are [CH3:1][NH:2][C:3]([C:5]1[CH:6]=[C:7]([CH:18]=[CH:19][CH:20]=1)[O:8][C:9]1[CH:14]=[CH:13][C:12]([N+:15]([O-])=O)=[CH:11][CH:10]=1)=[O:4]. The catalyst is CCOC(C)=O.[Pd]. The product is [CH3:1][NH:2][C:3]([C:5]1[CH:6]=[C:7]([CH:18]=[CH:19][CH:20]=1)[O:8][C:9]1[CH:14]=[CH:13][C:12]([NH2:15])=[CH:11][CH:10]=1)=[O:4]. The yield is 0.560. (3) The reactants are [NH:1]1[CH2:6][CH2:5][CH2:4][CH:3]([C:7]([NH2:9])=[O:8])[CH2:2]1.C(N(CC)C(C)C)(C)C.Cl[C:20]1[N:25]=[CH:24][N:23]=[C:22]([O:26][C:27]2[CH:53]=[CH:52][CH:51]=[CH:50][C:28]=2[CH2:29][NH:30][C:31]([NH:33][C:34]2[N:38]([C:39]3[CH:44]=[CH:43][C:42]([CH3:45])=[CH:41][CH:40]=3)[N:37]=[C:36]([C:46]([CH3:49])([CH3:48])[CH3:47])[CH:35]=2)=[O:32])[CH:21]=1.C(=O)(O)[O-].[Na+]. The catalyst is C(O)C. The product is [C:46]([C:36]1[CH:35]=[C:34]([NH:33][C:31](=[O:32])[NH:30][CH2:29][C:28]2[CH:50]=[CH:51][CH:52]=[CH:53][C:27]=2[O:26][C:22]2[N:23]=[CH:24][N:25]=[C:20]([N:1]3[CH2:6][CH2:5][CH2:4][CH:3]([C:7]([NH2:9])=[O:8])[CH2:2]3)[CH:21]=2)[N:38]([C:39]2[CH:44]=[CH:43][C:42]([CH3:45])=[CH:41][CH:40]=2)[N:37]=1)([CH3:49])([CH3:47])[CH3:48]. The yield is 0.870. (4) The reactants are [NH:1]1[CH2:4][CH:3]([O:5][C:6]2[CH:7]=[C:8]3[C:13](=[CH:14][CH:15]=2)[N:12]=[CH:11][N:10]=[C:9]3[NH:16][C:17]2[CH:22]=[CH:21][C:20]([O:23][C:24]3[CH:25]=[N:26][C:27]([CH3:30])=[CH:28][CH:29]=3)=[C:19]([CH3:31])[CH:18]=2)[CH2:2]1.C([O:35][CH2:36][C:37](Cl)=[O:38])(=O)C. No catalyst specified. The product is [CH3:31][C:19]1[CH:18]=[C:17]([NH:16][C:9]2[C:8]3[C:13](=[CH:14][CH:15]=[C:6]([O:5][CH:3]4[CH2:2][N:1]([C:36](=[O:35])[CH2:37][OH:38])[CH2:4]4)[CH:7]=3)[N:12]=[CH:11][N:10]=2)[CH:22]=[CH:21][C:20]=1[O:23][C:24]1[CH:25]=[N:26][C:27]([CH3:30])=[CH:28][CH:29]=1. The yield is 0.270. (5) The reactants are C[O:2][C:3](=[O:30])[CH:4]([O:26][CH:27]([CH3:29])[CH3:28])[CH2:5][C:6]1[CH:11]=[CH:10][C:9]([O:12][CH2:13][CH2:14][C:15]2[CH:20]=[CH:19][C:18]([O:21][S:22]([CH3:25])(=[O:24])=[O:23])=[CH:17][CH:16]=2)=[CH:8][CH:7]=1.[OH-].[Li+]. The catalyst is O1CCCC1.O. The product is [CH:27]([O:26][CH:4]([CH2:5][C:6]1[CH:11]=[CH:10][C:9]([O:12][CH2:13][CH2:14][C:15]2[CH:16]=[CH:17][C:18]([O:21][S:22]([CH3:25])(=[O:24])=[O:23])=[CH:19][CH:20]=2)=[CH:8][CH:7]=1)[C:3]([OH:30])=[O:2])([CH3:28])[CH3:29]. The yield is 0.880. (6) The reactants are Br[C:2]1[C:3]([CH3:19])=[N:4][C:5]([C:8]2[N:12]=[CH:11][N:10](C3CCCCO3)[N:9]=2)=[CH:6][CH:7]=1.[CH:20]([N:23]1[C:28]2=[N:29][C:30]([Sn](C)(C)C)=[CH:31][N:32]=[C:27]2[NH:26][CH2:25][C:24]1=[O:37])([CH3:22])[CH3:21].[C:38]1(C)C=[CH:42][CH:41]=[CH:40][C:39]=1P([C:40]1[CH:41]=[CH:42]C=[CH:38][C:39]=1C)[C:40]1[CH:41]=[CH:42]C=[CH:38][C:39]=1C.C(N(CC)CC)C.CN(C)C=[O:70]. The catalyst is C1C=CC(/C=C/C(/C=C/C2C=CC=CC=2)=O)=CC=1.C1C=CC(/C=C/C(/C=C/C2C=CC=CC=2)=O)=CC=1.C1C=CC(/C=C/C(/C=C/C2C=CC=CC=2)=O)=CC=1.[Pd].[Pd]. The product is [CH:20]([N:23]1[C:28]2=[N:29][C:30]([C:2]3[C:3]([CH3:19])=[N:4][C:5]([C:8]4[N:12]([CH:42]5[CH2:41][CH2:40][CH2:39][CH2:38][O:70]5)[CH:11]=[N:10][N:9]=4)=[CH:6][CH:7]=3)=[CH:31][N:32]=[C:27]2[NH:26][CH2:25][C:24]1=[O:37])([CH3:22])[CH3:21]. The yield is 0.667. (7) The reactants are [F:1][C:2]1[C:3]([NH:16][C:17]2[CH:22]=[CH:21][C:20]([I:23])=[CH:19][C:18]=2[F:24])=[C:4]([C:9]([N:11]2[CH2:14][C:13](=O)[CH2:12]2)=[O:10])[CH:5]=[CH:6][C:7]=1[F:8].[NH2:25][OH:26]. The catalyst is O1CCOCC1. The product is [F:1][C:2]1[C:3]([NH:16][C:17]2[CH:22]=[CH:21][C:20]([I:23])=[CH:19][C:18]=2[F:24])=[C:4]([C:9]([N:11]2[CH2:14][C:13](=[N:25][OH:26])[CH2:12]2)=[O:10])[CH:5]=[CH:6][C:7]=1[F:8]. The yield is 0.540. (8) The catalyst is C(#N)C. The product is [CH2:1]([C:8]1[C:16]2[C:11](=[CH:12][C:13]([CH2:17][N:18]3[CH2:23][CH2:22][N:21]([CH3:24])[CH2:20][CH2:19]3)=[CH:14][CH:15]=2)[NH:10][C:9]=1[C:25]1[C:26](=[O:37])[NH:27][N:28]=[C:29]([C:31]2[CH:32]=[CH:33][N:34]=[CH:35][CH:36]=2)[CH:30]=1)[C:2]1[CH:3]=[CH:4][CH:5]=[CH:6][CH:7]=1. The yield is 0.320. The reactants are [CH2:1]([C:8]1[C:16]2[C:11](=[CH:12][C:13]([CH2:17][N:18]3[CH2:23][CH2:22][N:21]([CH3:24])[CH2:20][CH2:19]3)=[CH:14][CH:15]=2)[NH:10][C:9]=1[C:25]1[CH:30]=[C:29]([C:31]2[CH:36]=[CH:35][N:34]=[CH:33][CH:32]=2)[N:28]=[N:27][C:26]=1[O:37]C)[C:2]1[CH:7]=[CH:6][CH:5]=[CH:4][CH:3]=1.[I-].[K+]. (9) The reactants are [C:1]([O:5][C:6]([N:8]([CH2:15][CH2:16][C:17]#[N:18])[C:9]([CH3:14])([C:11]([OH:13])=[O:12])[CH3:10])=[O:7])([CH3:4])([CH3:3])[CH3:2].[CH3:19]I. The catalyst is CN(C=O)C. The product is [C:1]([O:5][C:6]([N:8]([CH2:15][CH2:16][C:17]#[N:18])[C:9]([CH3:10])([C:11]([O:13][CH3:19])=[O:12])[CH3:14])=[O:7])([CH3:4])([CH3:3])[CH3:2]. The yield is 0.970.